This data is from Forward reaction prediction with 1.9M reactions from USPTO patents (1976-2016). The task is: Predict the product of the given reaction. (1) Given the reactants [Cl:1][C:2]1[N:3]=[C:4]([N:12]2[CH2:17][CH2:16][O:15][CH2:14][CH2:13]2)[C:5]2[S:10][C:9]([I:11])=[CH:8][C:6]=2[N:7]=1.[C:18]([NH:21][C:22]1[CH:23]=[C:24](B(O)O)[CH:25]=[CH:26][CH:27]=1)(=[O:20])[CH3:19], predict the reaction product. The product is: [Cl:1][C:2]1[N:3]=[C:4]([N:12]2[CH2:17][CH2:16][O:15][CH2:14][CH2:13]2)[C:5]2[S:10][C:9]([C:26]3[CH:27]=[C:22]([NH:21][C:18](=[O:20])[CH3:19])[CH:23]=[CH:24][CH:25]=3)([I:11])[CH2:8][C:6]=2[N:7]=1. (2) Given the reactants C(OC(=O)[NH:7][CH2:8][CH2:9][N:10]1[CH:14]=[C:13]([N+:15]([O-:17])=[O:16])[CH:12]=[N:11]1)(C)(C)C.[ClH:19], predict the reaction product. The product is: [ClH:19].[N+:15]([C:13]1[CH:12]=[N:11][N:10]([CH2:9][CH2:8][NH2:7])[CH:14]=1)([O-:17])=[O:16]. (3) Given the reactants [Cl:1][C:2]1[N:3]=[N:4][C:5](Cl)=[CH:6][C:7]=1[C:8]1[CH:13]=[CH:12][CH:11]=[CH:10][CH:9]=1.C(N(C(C)C)CC)(C)C.[NH:24]1[CH2:29][CH2:28][O:27][CH2:26][CH2:25]1, predict the reaction product. The product is: [Cl:1][C:2]1[N:3]=[N:4][C:5]([N:24]2[CH2:29][CH2:28][O:27][CH2:26][CH2:25]2)=[CH:6][C:7]=1[C:8]1[CH:13]=[CH:12][CH:11]=[CH:10][CH:9]=1. (4) Given the reactants [N:1]1[NH:2][N:3]=[C:4]([C:6]([O:8][CH2:9][CH3:10])=[O:7])[CH:5]=1.C(=O)([O-])[O-].[K+].[K+].I[CH:18]([CH3:20])[CH3:19], predict the reaction product. The product is: [CH3:19][CH:18]([N:2]1[N:3]=[C:4]([C:6]([O:8][CH2:9][CH3:10])=[O:7])[CH:5]=[N:1]1)[CH3:20]. (5) Given the reactants [CH3:1][O:2][CH2:3][CH2:4][O:5][CH2:6][CH2:7][OH:8].[CH3:9][S:10](Cl)(=[O:12])=[O:11], predict the reaction product. The product is: [CH3:9][S:10]([O:8][CH2:7][CH2:6][O:5][CH2:4][CH2:3][O:2][CH3:1])(=[O:12])=[O:11]. (6) Given the reactants [CH3:1][C:2]([O:5][C:6]([N:8]1[CH2:13][CH2:12][C:11](=[O:14])[CH:10]([NH:15][C:16](=O)[CH2:17][O:18][C:19]2[CH:24]=[CH:23][CH:22]=[CH:21][CH:20]=2)[CH2:9]1)=[O:7])([CH3:4])[CH3:3].CC[N+](S(N=C(OC)[O-])(=O)=O)(CC)CC, predict the reaction product. The product is: [CH3:4][C:2]([O:5][C:6]([N:8]1[CH2:13][CH2:12][C:11]2[O:14][C:16]([CH2:17][O:18][C:19]3[CH:20]=[CH:21][CH:22]=[CH:23][CH:24]=3)=[N:15][C:10]=2[CH2:9]1)=[O:7])([CH3:1])[CH3:3]. (7) Given the reactants [CH3:1][N:2]1[C:10]2[C:5](=[CH:6][CH:7]=[CH:8][CH:9]=2)[CH:4]=[CH:3]1.[Li]C(C)(C)C.B(CC)(CC)CC.Br[C:24]1[C:25]([O:34][CH3:35])=[CH:26][C:27]([O:32][CH3:33])=[C:28]([CH:31]=1)[CH:29]=[O:30].[OH-].[Na+].OO, predict the reaction product. The product is: [CH3:33][O:32][C:27]1[CH:26]=[C:25]([O:34][CH3:35])[C:24]([C:3]2[N:2]([CH3:1])[C:10]3[C:5]([CH:4]=2)=[CH:6][CH:7]=[CH:8][CH:9]=3)=[CH:31][C:28]=1[CH:29]=[O:30].